Dataset: Reaction yield outcomes from USPTO patents with 853,638 reactions. Task: Predict the reaction yield, written as a fraction of the theoretical maximum amount of product (1.0 means a 100% yield; for example, 0.34 means a 34% yield). (1) The product is [CH2:1]([CH:8]1[CH:17]2[C:18]3[C:23]([CH2:24][CH2:25][N:16]2[C:15]([CH3:30])([CH3:29])[C:14]2[C:13]([O:31][CH3:32])=[C:12]([O:33][CH3:34])[CH:11]=[CH:10][C:9]1=2)=[CH:22][C:21]1[O:26][CH2:27][O:28][C:20]=1[CH:19]=3)[C:2]1[CH:3]=[CH:4][CH:5]=[CH:6][CH:7]=1. The reactants are [CH2:1]([CH:8]1[CH:17]2[C:18]3[C:23]([CH2:24][CH2:25][NH+:16]2[C:15]([CH3:30])([CH3:29])[C:14]2[C:13]([O:31][CH3:32])=[C:12]([O:33][CH3:34])[CH:11]=[CH:10][C:9]1=2)=[CH:22][C:21]1[O:26][CH2:27][O:28][C:20]=1[CH:19]=3)[C:2]1[CH:7]=[CH:6][CH:5]=[CH:4][CH:3]=1.[Br-].[BH4-].[Na+]. The catalyst is CO. The yield is 0.730. (2) The reactants are [N:1]([C:4]1[CH:12]=[C:11]([Br:13])[CH:10]=[CH:9][C:5]=1[C:6]([OH:8])=O)=[N+:2]=[N-:3].CN(C(ON1N=NC2C=CC=NC1=2)=[N+](C)C)C.F[P-](F)(F)(F)(F)F.CCN(C(C)C)C(C)C.[F:47][C:48]1[CH:54]=[CH:53][C:51]([NH2:52])=[CH:50][CH:49]=1. The product is [N:1]([C:4]1[CH:12]=[C:11]([Br:13])[CH:10]=[CH:9][C:5]=1[C:6]([NH:52][C:51]1[CH:53]=[CH:54][C:48]([F:47])=[CH:49][CH:50]=1)=[O:8])=[N+:2]=[N-:3]. The catalyst is CN(C=O)C.O. The yield is 0.910. (3) The reactants are [CH3:1][N:2]1[CH2:7][CH2:6][N:5]([CH2:8][CH2:9][OH:10])[CH2:4][CH2:3]1.[Br:11][C:12]1[CH:17]=[CH:16][C:15](O)=[CH:14][C:13]=1[CH3:19]. No catalyst specified. The product is [Br:11][C:12]1[CH:17]=[CH:16][C:15]([O:10][CH2:9][CH2:8][N:5]2[CH2:6][CH2:7][N:2]([CH3:1])[CH2:3][CH2:4]2)=[CH:14][C:13]=1[CH3:19]. The yield is 0.830.